From a dataset of Forward reaction prediction with 1.9M reactions from USPTO patents (1976-2016). Predict the product of the given reaction. (1) Given the reactants FC(F)(F)C([N:5]1[CH2:11][CH:10]([CH3:12])[C:9]2[CH:13]=[C:14]([I:21])[C:15]([O:17][CH2:18][CH:19]=[CH2:20])=[CH:16][C:8]=2[CH2:7][CH2:6]1)=O.[OH-].[Na+], predict the reaction product. The product is: [CH2:18]([O:17][C:15]1[C:14]([I:21])=[CH:13][C:9]2[CH:10]([CH3:12])[CH2:11][NH:5][CH2:6][CH2:7][C:8]=2[CH:16]=1)[CH:19]=[CH2:20]. (2) Given the reactants [Br:1][C:2]1[CH:3]=[CH:4][C:5]([F:9])=[C:6]([CH3:8])[CH:7]=1.C([N-]C(C)C)(C)C.[Li+].CN(C)[CH:20]=[O:21].C(OCC)(=O)C, predict the reaction product. The product is: [Br:1][C:2]1[CH:7]=[C:6]([CH3:8])[C:5]([F:9])=[C:4]([CH:3]=1)[CH:20]=[O:21]. (3) Given the reactants CO.C([Cl:6])(=O)C.C(=O)([S:9][CH2:10][CH2:11][C:12]1[C:20]2[C:15](=[N:16][CH:17]=[CH:18][CH:19]=2)[NH:14][CH:13]=1)C, predict the reaction product. The product is: [ClH:6].[NH:14]1[C:15]2=[N:16][CH:17]=[CH:18][CH:19]=[C:20]2[C:12]([CH2:11][CH2:10][SH:9])=[CH:13]1.[ClH:6]. (4) Given the reactants [Cl:1][C:2]1[N:7]=[C:6](Cl)[C:5]([F:9])=[CH:4][N:3]=1.[C:10]([O:14][C:15](=[O:24])[NH:16][C:17]1[CH:22]=[CH:21][CH:20]=[C:19]([NH2:23])[CH:18]=1)([CH3:13])([CH3:12])[CH3:11].CCN(C(C)C)C(C)C, predict the reaction product. The product is: [Cl:1][C:2]1[N:7]=[C:6]([NH:23][C:19]2[CH:18]=[C:17]([NH:16][C:15](=[O:24])[O:14][C:10]([CH3:12])([CH3:11])[CH3:13])[CH:22]=[CH:21][CH:20]=2)[C:5]([F:9])=[CH:4][N:3]=1. (5) Given the reactants Cl[CH2:2][CH2:3][CH2:4][C:5](=O)[CH3:6].[C-:8]#[N:9].[Na+].[C:11]([O-])(=O)C.[NH4+:15].[OH-:16].[Na+].C(OC(O[C:21]([CH3:24])([CH3:23])[CH3:22])=O)(O[C:21]([CH3:24])([CH3:23])[CH3:22])=O.[OH2:33], predict the reaction product. The product is: [C:21]([O:16][C:8]([N:9]1[CH2:2][CH2:3][CH2:4][C:5]1([C:6]#[N:15])[CH3:11])=[O:33])([CH3:24])([CH3:23])[CH3:22]. (6) Given the reactants Br[C:2]1[C:7]2[CH:8]=[C:9]([C:12]([F:15])([F:14])[F:13])[CH:10]=[CH:11][C:6]=2[O:5][C:4]([CH2:18][F:19])([CH2:16][F:17])[CH:3]=1.[C:20]([O-:23])(=[O:22])C.[K+].[I-].[K+].C1(P(C2C=CC=CC=2)C2C=CC=CC=2)C=CC=CC=1.Cl, predict the reaction product. The product is: [F:17][CH2:16][C:4]1([CH2:18][F:19])[CH:3]=[C:2]([C:20]([OH:23])=[O:22])[C:7]2[CH:8]=[C:9]([C:12]([F:15])([F:14])[F:13])[CH:10]=[CH:11][C:6]=2[O:5]1.